From a dataset of Full USPTO retrosynthesis dataset with 1.9M reactions from patents (1976-2016). Predict the reactants needed to synthesize the given product. Given the product [Si:1]([O:8][C:9]1[CH:15]=[CH:14][C:12]([NH:13][C:17]2[CH:18]=[N:19][N:20]([CH:22]3[CH2:25][O:24][CH2:23]3)[CH:21]=2)=[CH:11][CH:10]=1)([C:4]([CH3:7])([CH3:6])[CH3:5])([CH3:3])[CH3:2], predict the reactants needed to synthesize it. The reactants are: [Si:1]([O:8][C:9]1[CH:15]=[CH:14][C:12]([NH2:13])=[CH:11][CH:10]=1)([C:4]([CH3:7])([CH3:6])[CH3:5])([CH3:3])[CH3:2].Br[C:17]1[CH:18]=[N:19][N:20]([CH:22]2[CH2:25][O:24][CH2:23]2)[CH:21]=1.